This data is from Catalyst prediction with 721,799 reactions and 888 catalyst types from USPTO. The task is: Predict which catalyst facilitates the given reaction. (1) Reactant: [Br:1][C:2]1[CH:10]=[C:9]([N+:11]([O-:13])=[O:12])[CH:8]=[CH:7][C:3]=1[C:4]([OH:6])=O.[CH2:14]([NH2:17])[CH:15]=[CH2:16].S(Cl)(Cl)=O.Cl. Product: [CH2:14]([NH:17][C:4](=[O:6])[C:3]1[CH:7]=[CH:8][C:9]([N+:11]([O-:13])=[O:12])=[CH:10][C:2]=1[Br:1])[CH:15]=[CH2:16]. The catalyst class is: 54. (2) Reactant: [N:1]1([C:5]2[N:10]=[C:9]([CH2:11][N:12]3[C@@H:16]([CH3:17])[C@@H:15]([C:18]4[CH:23]=[C:22]([C:24]([F:27])([F:26])[F:25])[CH:21]=[C:20]([C:28]([F:31])([F:30])[F:29])[CH:19]=4)[O:14][C:13]3=[O:32])[C:8]([C:33]3[CH:38]=[C:37]([N+:39]([O-])=O)[CH:36]=[CH:35][C:34]=3[O:42][CH3:43])=[CH:7][CH:6]=2)[CH2:4][CH2:3][CH2:2]1. Product: [NH2:39][C:37]1[CH:36]=[CH:35][C:34]([O:42][CH3:43])=[C:33]([C:8]2[C:9]([CH2:11][N:12]3[C@@H:16]([CH3:17])[C@@H:15]([C:18]4[CH:23]=[C:22]([C:24]([F:25])([F:26])[F:27])[CH:21]=[C:20]([C:28]([F:31])([F:30])[F:29])[CH:19]=4)[O:14][C:13]3=[O:32])=[N:10][C:5]([N:1]3[CH2:4][CH2:3][CH2:2]3)=[CH:6][CH:7]=2)[CH:38]=1. The catalyst class is: 50. (3) Product: [C:13]1([C:17]2[CH:22]=[CH:21][CH:20]=[CH:19][CH:18]=2)[CH:14]=[CH:15][CH:16]=[C:11]([C:9]([NH:8][C:5]2[CH:6]=[CH:7][C:2]([Cl:1])=[CH:3][C:4]=2[C:24]([OH:26])=[O:25])=[O:10])[CH:12]=1. Reactant: [Cl:1][C:2]1[CH:7]=[CH:6][C:5]([NH:8][C:9]([C:11]2[CH:12]=[C:13]([C:17]3[CH:22]=[CH:21][CH:20]=[CH:19][CH:18]=3)[CH:14]=[CH:15][CH:16]=2)=[O:10])=[C:4](I)[CH:3]=1.[C:24](=[O:26])=[O:25]. The catalyst class is: 56. (4) Reactant: SC[C@H]([C@@H](CS)O)O.P([O-])(O)(O)=O.[K+].[CH2:15]([C:19]1[CH:30]=[C:29]([S:31][CH2:32][C:33]2[CH:38]=[CH:37][C:36]([C:39]3[CH:44]=[CH:43][C:42]([C:45]([F:48])([F:47])[F:46])=[CH:41][CH:40]=3)=[CH:35][CH:34]=2)[CH:28]=[CH:27][C:20]=1[O:21][CH2:22][C:23]([O:25]C)=[O:24])[CH2:16][CH2:17][CH3:18]. Product: [CH2:15]([C:19]1[CH:30]=[C:29]([S:31][CH2:32][C:33]2[CH:38]=[CH:37][C:36]([C:39]3[CH:40]=[CH:41][C:42]([C:45]([F:48])([F:46])[F:47])=[CH:43][CH:44]=3)=[CH:35][CH:34]=2)[CH:28]=[CH:27][C:20]=1[O:21][CH2:22][C:23]([OH:25])=[O:24])[CH2:16][CH2:17][CH3:18]. The catalyst class is: 5.